Dataset: Full USPTO retrosynthesis dataset with 1.9M reactions from patents (1976-2016). Task: Predict the reactants needed to synthesize the given product. (1) Given the product [C:6]([O:10][C:11]([N:13]1[CH2:18][CH2:17][N:16]([CH2:1][CH2:2][CH2:3][CH3:4])[CH2:15][CH2:14]1)=[O:12])([CH3:9])([CH3:7])[CH3:8], predict the reactants needed to synthesize it. The reactants are: [CH:1](=O)[CH2:2][CH2:3][CH3:4].[C:6]([O:10][C:11]([N:13]1[CH2:18][CH2:17][NH:16][CH2:15][CH2:14]1)=[O:12])([CH3:9])([CH3:8])[CH3:7]. (2) Given the product [CH3:20][N:7]([C@@H:8]([CH2:13][CH:14]=[CH2:15])[C:9]([O:11][CH3:12])=[O:10])[C:5](=[O:6])[CH:4]([CH2:1][CH2:2][CH3:3])[CH2:16][CH2:17][CH3:18], predict the reactants needed to synthesize it. The reactants are: [CH2:1]([CH:4]([CH2:16][CH2:17][CH3:18])[C:5]([NH:7][C@@H:8]([CH2:13][CH:14]=[CH2:15])[C:9]([O:11][CH3:12])=[O:10])=[O:6])[CH2:2][CH3:3].I[CH3:20].[H-].[Na+]. (3) The reactants are: [C:1]([O:7][CH3:8])(=[O:6])[CH2:2][C:3]([CH3:5])=O.[Cl:9][C:10]1[CH:17]=[CH:16][CH:15]=[CH:14][C:11]=1[CH:12]=O.[NH4+:18].[OH-:19]. Given the product [Cl:9][C:10]1[CH:17]=[CH:16][CH:15]=[CH:14][C:11]=1[CH:12]1[C:2]([C:1]([O:7][CH3:8])=[O:6])=[C:3]([CH3:5])[NH:18][C:3]([CH3:5])=[C:2]1[C:1]([O:7][CH3:8])=[O:19], predict the reactants needed to synthesize it. (4) Given the product [C:39]([O:43][C:44]([NH:46][C@H:47]([C:49]([O:22][CH2:21][CH2:20][O:19][C:16]1[CH:17]=[CH:18][C:13]([C:9]2[C:8]([C:23]#[N:24])=[C:7]([S:25][CH2:26][C:27]3[N:28]=[C:29]([C:32]4[CH:37]=[CH:36][C:35]([Cl:38])=[CH:34][CH:33]=4)[S:30][CH:31]=3)[N:6]=[C:5]([N:1]3[CH2:2][CH2:3][CH2:4]3)[C:10]=2[C:11]#[N:12])=[CH:14][CH:15]=1)=[O:50])[CH3:48])=[O:45])([CH3:41])([CH3:42])[CH3:40], predict the reactants needed to synthesize it. The reactants are: [N:1]1([C:5]2[C:10]([C:11]#[N:12])=[C:9]([C:13]3[CH:18]=[CH:17][C:16]([O:19][CH2:20][CH2:21][OH:22])=[CH:15][CH:14]=3)[C:8]([C:23]#[N:24])=[C:7]([S:25][CH2:26][C:27]3[N:28]=[C:29]([C:32]4[CH:37]=[CH:36][C:35]([Cl:38])=[CH:34][CH:33]=4)[S:30][CH:31]=3)[N:6]=2)[CH2:4][CH2:3][CH2:2]1.[C:39]([O:43][C:44]([NH:46][C@H:47]([C:49](O)=[O:50])[CH3:48])=[O:45])([CH3:42])([CH3:41])[CH3:40].C1COCC1.Cl.CN(C)CCCN=C=NCC. (5) Given the product [Si:28]([O:29][CH:30]1[CH2:35][CH2:34][CH2:33][N:32]([C:2]2[CH:3]=[CH:4][C:5]([CH3:23])=[C:6]([CH:22]=2)[C:7]([NH:9][C:10]2[C:11]([CH3:21])=[C:12]([CH:17]=[CH:18][C:19]=2[CH3:20])[C:13]([O:15][CH3:16])=[O:14])=[O:8])[CH2:31]1)([C:24]([CH3:27])([CH3:26])[CH3:25])([CH3:37])[CH3:36], predict the reactants needed to synthesize it. The reactants are: Br[C:2]1[CH:3]=[CH:4][C:5]([CH3:23])=[C:6]([CH:22]=1)[C:7]([NH:9][C:10]1[C:11]([CH3:21])=[C:12]([CH:17]=[CH:18][C:19]=1[CH3:20])[C:13]([O:15][CH3:16])=[O:14])=[O:8].[C:24]([Si:28]([CH3:37])([CH3:36])[O:29][CH:30]1[CH2:35][CH2:34][CH2:33][NH:32][CH2:31]1)([CH3:27])([CH3:26])[CH3:25].C([O-])([O-])=O.[Cs+].[Cs+].COC1C=CC=C(OC)C=1C1C=CC=CC=1P(C1CCCCC1)C1CCCCC1. (6) Given the product [CH3:1][NH:2][C:3](=[O:14])[C:4]1[CH:9]=[CH:8][C:7]([NH2:10])=[CH:6][C:5]=1[F:13], predict the reactants needed to synthesize it. The reactants are: [CH3:1][NH:2][C:3](=[O:14])[C:4]1[CH:9]=[CH:8][C:7]([N+:10]([O-])=O)=[CH:6][C:5]=1[F:13]. (7) Given the product [Cl:1][C:2]1[N:10]([C:11]2[CH:16]=[CH:15][CH:14]=[CH:13][C:12]=2[Cl:17])[C:9]2[C:8](=[O:18])[N:7]([CH2:28][C:29]([C:31]3[CH:36]=[CH:35][CH:34]=[C:33]([O:37][CH3:38])[CH:32]=3)=[O:30])[CH:6]=[N:5][C:4]=2[C:3]=1[C:19]#[N:20], predict the reactants needed to synthesize it. The reactants are: [Cl:1][C:2]1[N:10]([C:11]2[CH:16]=[CH:15][CH:14]=[CH:13][C:12]=2[Cl:17])[C:9]2[C:8](=[O:18])[NH:7][CH:6]=[N:5][C:4]=2[C:3]=1[C:19]#[N:20].C(=O)([O-])[O-].[K+].[K+].Br[CH2:28][C:29]([C:31]1[CH:36]=[CH:35][CH:34]=[C:33]([O:37][CH3:38])[CH:32]=1)=[O:30]. (8) Given the product [N+:8]([C:7]1[CH:6]=[CH:5][CH:4]=[C:3]([O:11][Si:18]([CH:25]([CH3:27])[CH3:26])([CH:22]([CH3:24])[CH3:23])[CH:19]([CH3:21])[CH3:20])[C:2]=1[NH2:1])([O-:10])=[O:9], predict the reactants needed to synthesize it. The reactants are: [NH2:1][C:2]1[C:7]([N+:8]([O-:10])=[O:9])=[CH:6][CH:5]=[CH:4][C:3]=1[OH:11].N1C=CN=C1.Cl[Si:18]([CH:25]([CH3:27])[CH3:26])([CH:22]([CH3:24])[CH3:23])[CH:19]([CH3:21])[CH3:20].